Dataset: Full USPTO retrosynthesis dataset with 1.9M reactions from patents (1976-2016). Task: Predict the reactants needed to synthesize the given product. (1) Given the product [Cl:1][C:2]1[CH:3]=[CH:4][CH:5]=[C:6]2[C:10]=1[N:9]([CH:11]([C:12]1[CH:17]=[CH:16][CH:15]=[CH:14][CH:13]=1)[C:18]1[CH:19]=[CH:20][CH:21]=[CH:22][CH:23]=1)[C:8](=[O:24])[C:7]12[CH2:35][O:34][C:26]2[CH:27]=[C:28]3[C:29](=[CH:33][C:25]1=2)[CH2:30][CH2:31][O:32]3, predict the reactants needed to synthesize it. The reactants are: [Cl:1][C:2]1[CH:3]=[CH:4][CH:5]=[C:6]2[C:10]=1[N:9]([CH:11]([C:18]1[CH:23]=[CH:22][CH:21]=[CH:20][CH:19]=1)[C:12]1[CH:17]=[CH:16][CH:15]=[CH:14][CH:13]=1)[C:8](=[O:24])[CH:7]2[C:25]1[C:26]([OH:34])=[CH:27][C:28]2[O:32][CH2:31][CH2:30][C:29]=2[CH:33]=1.[C:35]1(C(C2C=CC=CC=2)N2C3C(=CC=CC=3)C(C3C=C(C)C(OC)=CC=3O)C2=O)C=CC=CC=1. (2) The reactants are: [Cl:1][C:2]1[CH:7]=[CH:6][C:5]([NH:8][C:9]([CH:11]2[CH2:16][CH:15]([O:17][CH3:18])[CH2:14][NH:13][CH2:12]2)=[O:10])=[CH:4][CH:3]=1.[O:19]1[CH:23]=[CH:22][CH:21]=[C:20]1[C:24]1[CH:25]=[C:26]([CH:30]=[CH:31][CH:32]=1)[C:27](O)=[O:28].C(N(CC)C(C)C)(C)C.Cl.CN(C)CCCN=C=NCC. Given the product [Cl:1][C:2]1[CH:7]=[CH:6][C:5]([NH:8][C:9]([CH:11]2[CH2:16][CH:15]([O:17][CH3:18])[CH2:14][N:13]([C:27](=[O:28])[C:26]3[CH:30]=[CH:31][CH:32]=[C:24]([C:20]4[O:19][CH:23]=[CH:22][CH:21]=4)[CH:25]=3)[CH2:12]2)=[O:10])=[CH:4][CH:3]=1, predict the reactants needed to synthesize it. (3) Given the product [C:15]1([C:20]2[N:1]=[C:2]3[C:3]([C:4]([O:6][CH2:7][CH3:8])=[O:5])=[CH:9][CH:10]=[CH:11][N:12]3[CH:21]=2)[CH:16]=[CH:17][CH:18]=[CH:19][CH:14]=1, predict the reactants needed to synthesize it. The reactants are: [NH2:1][C:2]1[N:12]=[CH:11][CH:10]=[CH:9][C:3]=1[C:4]([O:6][CH2:7][CH3:8])=[O:5].Br[C:14]1[CH:19]=[CH:18][CH:17]=[CH:16][C:15]=1[C:20](=O)[CH3:21]. (4) Given the product [F:17][C:18]1[CH:23]=[C:22]([CH:21]=[CH:20][C:19]=1[C:2]1[C:6]2=[N:7][CH:8]=[CH:9][CH:10]=[C:5]2[N:4]([CH:11]2[CH2:16][CH2:15][CH2:14][CH2:13][O:12]2)[N:3]=1)[C:24]([O:26][CH3:27])=[O:25], predict the reactants needed to synthesize it. The reactants are: I[C:2]1[C:6]2=[N:7][CH:8]=[CH:9][CH:10]=[C:5]2[N:4]([CH:11]2[CH2:16][CH2:15][CH2:14][CH2:13][O:12]2)[N:3]=1.[F:17][C:18]1[CH:23]=[C:22]([C:24]([O:26][CH3:27])=[O:25])[CH:21]=[CH:20][C:19]=1B(O)O.C([O-])([O-])=O.[Na+].[Na+]. (5) Given the product [CH3:43][C:32]1[CH:31]=[C:30]([O:29][CH2:2][CH2:3][CH:4]([C:9]2[S:10][C:11]3[CH:18]=[C:17]([C:19]([F:22])([F:21])[F:20])[CH:16]=[CH:15][C:12]=3[C:13]=2[CH3:14])[O:5][CH2:6][CH2:7][CH3:8])[CH:35]=[CH:34][C:33]=1[O:36][CH2:37][C:38]([O:40][CH2:41][CH3:42])=[O:39], predict the reactants needed to synthesize it. The reactants are: Br[CH2:2][CH2:3][CH:4]([C:9]1[S:10][C:11]2[CH:18]=[C:17]([C:19]([F:22])([F:21])[F:20])[CH:16]=[CH:15][C:12]=2[C:13]=1[CH3:14])[O:5][CH2:6][CH2:7][CH3:8].C(=O)([O-])[O-].[Cs+].[Cs+].[OH:29][C:30]1[CH:35]=[CH:34][C:33]([O:36][CH2:37][C:38]([O:40][CH2:41][CH3:42])=[O:39])=[C:32]([CH3:43])[CH:31]=1. (6) Given the product [NH:41]1[C:42]2[C:38](=[C:37]([C:2]3[N:3]=[C:4]([N:23]4[CH2:28][CH2:27][O:26][CH2:25][CH2:24]4)[C:5]4[N:11]=[C:10]([CH2:12][N:13]5[CH2:18][CH2:17][CH:16]([C:19]([OH:22])([CH3:21])[CH3:20])[CH2:15][CH2:14]5)[CH:9]=[CH:8][C:6]=4[N:7]=3)[CH:45]=[CH:44][CH:43]=2)[CH:39]=[N:40]1, predict the reactants needed to synthesize it. The reactants are: Cl[C:2]1[N:3]=[C:4]([N:23]2[CH2:28][CH2:27][O:26][CH2:25][CH2:24]2)[C:5]2[N:11]=[C:10]([CH2:12][N:13]3[CH2:18][CH2:17][CH:16]([C:19]([OH:22])([CH3:21])[CH3:20])[CH2:15][CH2:14]3)[CH:9]=[CH:8][C:6]=2[N:7]=1.CC1(C)C(C)(C)OB([C:37]2[CH:45]=[CH:44][CH:43]=[C:42]3[C:38]=2[CH:39]=[N:40][NH:41]3)O1.